From a dataset of NCI-60 drug combinations with 297,098 pairs across 59 cell lines. Regression. Given two drug SMILES strings and cell line genomic features, predict the synergy score measuring deviation from expected non-interaction effect. (1) Drug 1: C1=CC(=CC=C1C#N)C(C2=CC=C(C=C2)C#N)N3C=NC=N3. Drug 2: CC(C)NC(=O)C1=CC=C(C=C1)CNNC.Cl. Cell line: SNB-19. Synergy scores: CSS=-3.49, Synergy_ZIP=3.16, Synergy_Bliss=2.06, Synergy_Loewe=-0.281, Synergy_HSA=-1.89. (2) Drug 2: C1=CC=C(C(=C1)C(C2=CC=C(C=C2)Cl)C(Cl)Cl)Cl. Drug 1: C1CCC(C1)C(CC#N)N2C=C(C=N2)C3=C4C=CNC4=NC=N3. Synergy scores: CSS=-0.153, Synergy_ZIP=3.99, Synergy_Bliss=7.15, Synergy_Loewe=1.17, Synergy_HSA=1.01. Cell line: MDA-MB-435. (3) Synergy scores: CSS=18.3, Synergy_ZIP=-4.09, Synergy_Bliss=3.87, Synergy_Loewe=-0.272, Synergy_HSA=5.16. Drug 1: CC1C(C(CC(O1)OC2CC(CC3=C2C(=C4C(=C3O)C(=O)C5=C(C4=O)C(=CC=C5)OC)O)(C(=O)C)O)N)O.Cl. Drug 2: CC1=C(N=C(N=C1N)C(CC(=O)N)NCC(C(=O)N)N)C(=O)NC(C(C2=CN=CN2)OC3C(C(C(C(O3)CO)O)O)OC4C(C(C(C(O4)CO)O)OC(=O)N)O)C(=O)NC(C)C(C(C)C(=O)NC(C(C)O)C(=O)NCCC5=NC(=CS5)C6=NC(=CS6)C(=O)NCCC[S+](C)C)O. Cell line: NCI-H522.